Task: Predict the reaction yield, written as a fraction of the theoretical maximum amount of product (1.0 means a 100% yield; for example, 0.34 means a 34% yield).. Dataset: Reaction yield outcomes from USPTO patents with 853,638 reactions (1) The reactants are [F:1][C:2]1[C:3]([NH:20][C:21]2[CH:25]=[C:24]([O:26][CH:27]([CH3:29])[CH3:28])[NH:23][N:22]=2)=[N:4][C:5]([NH:10][C@H:11]([C:13]2[CH:18]=[CH:17][C:16]([F:19])=[CH:15][CH:14]=2)[CH3:12])=[C:6]([CH:9]=1)[C:7]#[N:8].[OH-:30].[K+].OO. The catalyst is CO. The product is [F:1][C:2]1[C:3]([NH:20][C:21]2[CH:25]=[C:24]([O:26][CH:27]([CH3:29])[CH3:28])[NH:23][N:22]=2)=[N:4][C:5]([NH:10][C@H:11]([C:13]2[CH:18]=[CH:17][C:16]([F:19])=[CH:15][CH:14]=2)[CH3:12])=[C:6]([CH:9]=1)[C:7]([NH2:8])=[O:30]. The yield is 0.280. (2) The reactants are [OH:1][CH2:2][C:3]1[CH:4]=[C:5]([S:9][C:10]2[N:11]=[CH:12][CH:13]=[C:14]([CH:17]=2)[C:15]#[N:16])[CH:6]=[CH:7][CH:8]=1.[CH2:18]([C:20]1[C:21]([OH:30])=[C:22]([C:27](=[O:29])[CH3:28])[CH:23]=[CH:24][C:25]=1O)[CH3:19]. No catalyst specified. The product is [C:27]([C:22]1[CH:23]=[CH:24][C:25]([O:1][CH2:2][C:3]2[CH:4]=[C:5]([S:9][C:10]3[N:11]=[CH:12][CH:13]=[C:14]([CH:17]=3)[C:15]#[N:16])[CH:6]=[CH:7][CH:8]=2)=[C:20]([CH2:18][CH3:19])[C:21]=1[OH:30])(=[O:29])[CH3:28]. The yield is 0.800. (3) The reactants are [NH2:1][C:2]1[CH:3]=[C:4]([CH:8]=[CH:9][C:10]=1[Cl:11])[C:5]([OH:7])=O.[CH2:12]1[C@H:21]2[C@H:16]([CH2:17][CH2:18][C:19]3[CH:25]=[CH:24][CH:23]=[CH:22][C:20]=32)[NH:15][CH2:14][CH2:13]1.F[P-](F)(F)(F)(F)F.N1(OC(N(C)C)=[N+](C)C)C2N=CC=CC=2N=N1. No catalyst specified. The product is [NH2:1][C:2]1[CH:3]=[C:4]([C:5]([N:15]2[C@@H:16]3[C@@H:21]([C:20]4[CH:22]=[CH:23][CH:24]=[CH:25][C:19]=4[CH2:18][CH2:17]3)[CH2:12][CH2:13][CH2:14]2)=[O:7])[CH:8]=[CH:9][C:10]=1[Cl:11]. The yield is 0.460. (4) The reactants are [H-].[H-].[H-].[H-].[Li+].[Al+3].C(OC(C1NC2C(C=1)=C([N+]([O-])=O)C=CC=2)=O)C.C(O[C:27]([C:29]1[NH:30][C:31]2[C:36]([CH:37]=1)=[CH:35][CH:34]=[C:33]([N+:38]([O-])=O)[CH:32]=2)=O)C.[OH-].[Na+]. The catalyst is C1COCC1.O. The product is [CH3:27][C:29]1[NH:30][C:31]2[C:36]([CH:37]=1)=[CH:35][CH:34]=[C:33]([NH2:38])[CH:32]=2. The yield is 0.0800. (5) The reactants are [Li+].[BH4-].CO.C([O:7][C:8](=O)[C:9]([CH3:39])([CH3:38])[CH2:10][C:11]1[CH:16]=[CH:15][CH:14]=[C:13]([C:17]2([C:23]3[CH:28]=[CH:27][CH:26]=[C:25]([CH2:29][C:30]([C:33](OCC)=[O:34])([CH3:32])[CH3:31])[CH:24]=3)[S:22][CH2:21][CH2:20][CH2:19][S:18]2)[CH:12]=1)C.[NH4+].[Cl-]. The catalyst is C(Cl)Cl. The product is [OH:7][CH2:8][C:9]([CH3:39])([CH3:38])[CH2:10][C:11]1[CH:12]=[C:13]([C:17]2([C:23]3[CH:24]=[C:25]([CH2:29][C:30]([CH3:32])([CH3:31])[CH2:33][OH:34])[CH:26]=[CH:27][CH:28]=3)[S:18][CH2:19][CH2:20][CH2:21][S:22]2)[CH:14]=[CH:15][CH:16]=1. The yield is 0.850. (6) The reactants are [NH2:1][C:2]1[CH:7]=[C:6]([Cl:8])[CH:5]=[CH:4][C:3]=1[SH:9].Br[CH2:11][C:12]1[CH:17]=[CH:16][CH:15]=[CH:14][C:13]=1[N+:18]([O-:20])=[O:19].C([O-])([O-])=O.[K+].[K+]. The catalyst is CN(C=O)C. The product is [Cl:8][C:6]1[CH:5]=[CH:4][C:3]([S:9][CH2:11][C:12]2[CH:17]=[CH:16][CH:15]=[CH:14][C:13]=2[N+:18]([O-:20])=[O:19])=[C:2]([CH:7]=1)[NH2:1]. The yield is 0.950. (7) The reactants are Br[C:2]1[CH:3]=[C:4]([C:8]2[CH:20]=[CH:19][C:11]3[NH:12][C:13](=[O:18])[O:14][C:15]([CH3:17])([CH3:16])[C:10]=3[CH:9]=2)[CH:5]=[CH:6][CH:7]=1.[CH3:21][Si:22]([C:25]#[CH:26])([CH3:24])[CH3:23]. The catalyst is C(N(CC)CC)C.C1C=CC([P]([Pd]([P](C2C=CC=CC=2)(C2C=CC=CC=2)C2C=CC=CC=2)([P](C2C=CC=CC=2)(C2C=CC=CC=2)C2C=CC=CC=2)[P](C2C=CC=CC=2)(C2C=CC=CC=2)C2C=CC=CC=2)(C2C=CC=CC=2)C2C=CC=CC=2)=CC=1. The product is [CH3:16][C:15]1([CH3:17])[O:14][C:13](=[O:18])[NH:12][C:11]2[CH:19]=[CH:20][C:8]([C:4]3[CH:5]=[CH:6][CH:7]=[C:2]([C:26]#[C:25][Si:22]([CH3:24])([CH3:23])[CH3:21])[CH:3]=3)=[CH:9][C:10]1=2. The yield is 0.920.